Dataset: Peptide-MHC class II binding affinity with 134,281 pairs from IEDB. Task: Regression. Given a peptide amino acid sequence and an MHC pseudo amino acid sequence, predict their binding affinity value. This is MHC class II binding data. (1) The peptide sequence is FQGLCNETLTLKLYN. The MHC is DRB1_0301 with pseudo-sequence DRB1_0301. The binding affinity (normalized) is 0.0929. (2) The peptide sequence is SQDTELSWNLNGLQAY. The MHC is HLA-DQA10301-DQB10302 with pseudo-sequence HLA-DQA10301-DQB10302. The binding affinity (normalized) is 0.284. (3) The peptide sequence is VLVMLVLLILAYRRRWRRLTV. The MHC is DRB1_0301 with pseudo-sequence DRB1_0301. The binding affinity (normalized) is 0.599.